Task: Predict the reaction yield, written as a fraction of the theoretical maximum amount of product (1.0 means a 100% yield; for example, 0.34 means a 34% yield).. Dataset: Reaction yield outcomes from USPTO patents with 853,638 reactions (1) The reactants are [C:1]([N:8]1[CH2:14][CH2:13][CH2:12][C@H:9]1[CH2:10][OH:11])([O:3][C:4]([CH3:7])([CH3:6])[CH3:5])=[O:2].O[C:16]1[CH:26]=[CH:25][C:19]([C:20]([O:22][CH2:23][CH3:24])=[O:21])=[CH:18][CH:17]=1.C1(P(C2C=CC=CC=2)C2C=CC=CC=2)C=CC=CC=1.N(C(OCC)=O)=NC(OCC)=O. The catalyst is C1COCC1. The product is [C:4]([O:3][C:1]([N:8]1[CH2:14][CH2:13][CH2:12][C@H:9]1[CH2:10][O:11][C:16]1[CH:26]=[CH:25][C:19]([C:20]([O:22][CH2:23][CH3:24])=[O:21])=[CH:18][CH:17]=1)=[O:2])([CH3:7])([CH3:6])[CH3:5]. The yield is 0.930. (2) The reactants are C(O[CH:4](OCC)[CH2:5][CH2:6][CH2:7][NH2:8])C.[CH:12]([C:14]([CH3:16])=O)=[CH2:13].Cl.Cl.[Br:19][C:20]1[CH:21]=[C:22]([N:26]([CH3:28])N)[CH:23]=[CH:24][CH:25]=1. The catalyst is CCOCC.CCO. The product is [Br:19][C:20]1[CH:21]=[C:22]2[C:23]([C:12]3[CH2:13][N:8]4[CH:4]([CH2:5][CH2:6][CH2:7]4)[CH2:16][C:14]=3[N:26]2[CH3:28])=[CH:24][CH:25]=1. The yield is 0.370. (3) The reactants are [F:1][C:2]([F:26])([F:25])[C:3]1[CH:24]=[CH:23][CH:22]=[CH:21][C:4]=1[CH:5]([O:16][CH:17]1[CH2:20][NH:19][CH2:18]1)[C:6]1[CH:11]=[CH:10][C:9]([S:12]([CH3:15])(=[O:14])=[O:13])=[CH:8][CH:7]=1.[C:27]([N:31]=[C:32]=[O:33])([CH3:30])([CH3:29])[CH3:28]. The catalyst is C(Cl)Cl. The product is [F:26][C:2]([F:1])([F:25])[C:3]1[CH:24]=[CH:23][CH:22]=[CH:21][C:4]=1[CH:5]([O:16][CH:17]1[CH2:20][N:19]([C:32]([NH:31][C:27]([CH3:30])([CH3:29])[CH3:28])=[O:33])[CH2:18]1)[C:6]1[CH:11]=[CH:10][C:9]([S:12]([CH3:15])(=[O:14])=[O:13])=[CH:8][CH:7]=1. The yield is 0.670.